From a dataset of Reaction yield outcomes from USPTO patents with 853,638 reactions. Predict the reaction yield, written as a fraction of the theoretical maximum amount of product (1.0 means a 100% yield; for example, 0.34 means a 34% yield). (1) The reactants are [Br:1][C:2]1[CH:3]=[C:4]2[C:13](=[CH:14][CH:15]=1)[CH:12]1[CH2:16][CH:10]([CH2:11]1)[N:9]1[C:5]2=[N:6][C:7]([I:18])=[C:8]1I.CC[Mg+].[Br-]. The catalyst is O1CCCC1. The product is [Br:1][C:2]1[CH:3]=[C:4]2[C:13](=[CH:14][CH:15]=1)[CH:12]1[CH2:11][CH:10]([CH2:16]1)[N:9]1[C:5]2=[N:6][C:7]([I:18])=[CH:8]1. The yield is 0.970. (2) The reactants are C([N:8]1[C:12]([C:13]([F:16])([F:15])[F:14])=[CH:11][C:10]([N:17]([CH2:21][CH2:22][CH3:23])[CH2:18][CH2:19][CH3:20])=[N:9]1)C1C=CC=CC=1.C(O)=O. The catalyst is CCO.[Pd]. The product is [CH2:21]([N:17]([CH2:18][CH2:19][CH3:20])[C:10]1[CH:11]=[C:12]([C:13]([F:15])([F:16])[F:14])[NH:8][N:9]=1)[CH2:22][CH3:23]. The yield is 0.930. (3) The reactants are [C-:1]#[N:2].[K+].[C:4]([C:6](=[CH:12][CH:13]([CH3:15])[CH3:14])C(OCC)=O)#[N:5]. The catalyst is O.C(O)C. The product is [CH:13]([CH:12]([CH2:6][C:4]#[N:5])[C:1]#[N:2])([CH3:14])[CH3:15]. The yield is 0.740.